This data is from Reaction yield outcomes from USPTO patents with 853,638 reactions. The task is: Predict the reaction yield, written as a fraction of the theoretical maximum amount of product (1.0 means a 100% yield; for example, 0.34 means a 34% yield). (1) The reactants are F[C:2]1[N:14]=[C:13]([C:15]2[CH:16]=[C:17]3[C:21](=[CH:22][CH:23]=2)[N:20]([CH3:24])[CH:19]=[CH:18]3)[C:12]([CH:25]=[CH2:26])=[C:11](F)[C:3]=1[C:4]([O:6][C:7]([CH3:10])([CH3:9])[CH3:8])=[O:5].[CH3:28][C:29]([CH3:32])([O-:31])[CH3:30].[K+]. The catalyst is C1COCC1. The product is [C:29]([O:31][C:2]1[N:14]=[C:13]([C:15]2[CH:16]=[C:17]3[C:21](=[CH:22][CH:23]=2)[N:20]([CH3:24])[CH:19]=[CH:18]3)[C:12]([CH:25]=[CH2:26])=[C:11]([O:6][C:7]([CH3:10])([CH3:9])[CH3:8])[C:3]=1[C:4]([O:6][C:7]([CH3:10])([CH3:9])[CH3:8])=[O:5])([CH3:32])([CH3:30])[CH3:28]. The yield is 0.470. (2) The reactants are [Cl:1][C:2]1[CH:3]=[C:4]2[C:9](=[CH:10][C:11]=1[O:12][CH3:13])[CH:8]=[N:7][C:6]([NH:14][C:15]([NH:17][CH2:18][C@@:19]1([OH:27])[CH:24]3[CH2:25][CH2:26][N:21]([CH2:22][CH2:23]3)[CH2:20]1)=S)=[CH:5]2.C(=NC(C)C)=NC(C)C. The catalyst is CN(C=O)C. The product is [Cl:1][C:2]1[CH:3]=[C:4]2[C:9](=[CH:10][C:11]=1[O:12][CH3:13])[CH:8]=[N:7][C:6]([NH:14][C:15]1[O:27][C@:19]3([CH2:18][N:17]=1)[CH:24]1[CH2:25][CH2:26][N:21]([CH2:22][CH2:23]1)[CH2:20]3)=[CH:5]2. The yield is 0.240. (3) The reactants are [OH:1][C:2]1[CH:3]=[C:4]([C:14]([OH:16])=[O:15])[C:5]([C:11]([OH:13])=O)=[CH:6][C:7]=1[C:8]([OH:10])=[O:9].[C:17](OC(=O)C)(=[O:19])[CH3:18]. No catalyst specified. The product is [C:17]([O:1][C:2]1[C:7]([C:8]([OH:10])=[O:9])=[CH:6][C:5]2[C:11](=[O:13])[O:16][C:14](=[O:15])[C:4]=2[CH:3]=1)(=[O:19])[CH3:18]. The yield is 0.380. (4) The catalyst is O. The product is [CH3:1][N:2]([CH:21]1[CH:22]2[CH2:23][C:24]3([C:31]([OH:33])=[O:32])[CH2:25][CH:26]([CH2:27][CH:28]1[CH2:29]3)[CH2:30]2)[C:3](=[O:20])[C:4]([N:7]([CH2:18][CH3:19])[S:8]([C:11]1[CH:16]=[CH:15][CH:14]=[CH:13][C:12]=1[CH3:17])(=[O:9])=[O:10])([CH3:5])[CH3:6]. The reactants are [CH3:1][N:2]([CH:21]1[CH:28]2[CH2:29][C:24]3([C:31]([O-:33])=[O:32])[CH2:25][CH:26]([CH2:30][CH:22]1[CH2:23]3)[CH2:27]2)[C:3](=[O:20])[C:4]([N:7]([CH2:18][CH3:19])[S:8]([C:11]1[CH:16]=[CH:15][CH:14]=[CH:13][C:12]=1[CH3:17])(=[O:10])=[O:9])([CH3:6])[CH3:5].C1COCC1.CO.O[Li].O. The yield is 0.980. (5) The catalyst is O1CCOCC1.C(OCC)(=O)C.C([O-])(=O)C.[Pd+2].C([O-])(=O)C. The yield is 0.430. The product is [CH3:60][C:58]1[CH:57]=[CH:56][N:55]=[C:54]([N:64]2[CH2:63][CH2:62][N:61]([C:67]([O:69][C:70]([CH3:73])([CH3:72])[CH3:71])=[O:68])[CH2:66][CH2:65]2)[N:59]=1. The reactants are C1C=CC(P(C2C(C3C(P(C4C=CC=CC=4)C4C=CC=CC=4)=CC=C4C=3C=CC=C4)=C3C(C=CC=C3)=CC=2)C2C=CC=CC=2)=CC=1.C(=O)([O-])[O-].[Cs+].[Cs+].Br[C:54]1[N:59]=[C:58]([CH3:60])[CH:57]=[CH:56][N:55]=1.[N:61]1([C:67]([O:69][C:70]([CH3:73])([CH3:72])[CH3:71])=[O:68])[CH2:66][CH2:65][NH:64][CH2:63][CH2:62]1. (6) The reactants are [CH3:1][C:2]1[CH:7]=[C:6]([N+:8]([O-:10])=[O:9])[CH:5]=[CH:4][C:3]=1[OH:11].C([O-])([O-])=O.[Cs+].[Cs+].Cl[C:19]([F:24])([F:23])C([O-])=O.[Na+]. The catalyst is CN(C)C=O.O. The product is [F:23][CH:19]([F:24])[O:11][C:3]1[CH:4]=[CH:5][C:6]([N+:8]([O-:10])=[O:9])=[CH:7][C:2]=1[CH3:1]. The yield is 0.860.